This data is from Forward reaction prediction with 1.9M reactions from USPTO patents (1976-2016). The task is: Predict the product of the given reaction. (1) Given the reactants C(N(CC)C(C)C)(C)C.Cl.Cl.[NH2:12][C@@H:13]([CH:41]1[CH2:46][CH2:45][C:44]([F:48])([F:47])[CH2:43][CH2:42]1)[C:14]([N:16]1[C@H:21]([C:22]([NH:24][C@H:25]2[C:34]3[C:29](=[CH:30][CH:31]=[CH:32][CH:33]=3)[O:28][CH2:27][CH2:26]2)=[O:23])[CH2:20][N:19]2[CH2:35][C@H:36]([O:38][CH2:39][CH3:40])[CH2:37][C@@H:18]2[CH2:17]1)=[O:15].[C:49]([O:53][C:54]([N:56]([CH3:63])[C@@H:57]([CH2:61][OH:62])[C:58](O)=[O:59])=[O:55])([CH3:52])([CH3:51])[CH3:50].[Cl-].COC1N=C(OC)N=C([N+]2(C)CCOCC2)N=1, predict the reaction product. The product is: [C:49]([O:53][C:54](=[O:55])[N:56]([C@@H:57]([CH2:61][OH:62])[C:58]([NH:12][C@@H:13]([CH:41]1[CH2:46][CH2:45][C:44]([F:47])([F:48])[CH2:43][CH2:42]1)[C:14]([N:16]1[C@H:21]([C:22](=[O:23])[NH:24][C@H:25]2[C:34]3[C:29](=[CH:30][CH:31]=[CH:32][CH:33]=3)[O:28][CH2:27][CH2:26]2)[CH2:20][N:19]2[CH2:35][C@H:36]([O:38][CH2:39][CH3:40])[CH2:37][C@@H:18]2[CH2:17]1)=[O:15])=[O:59])[CH3:63])([CH3:50])([CH3:52])[CH3:51]. (2) The product is: [CH2:1]([C:5]1[CH:11]=[CH:10][C:8]([OH:9])=[CH:7][C:6]=1[OH:12])[CH2:2][CH3:3]. Given the reactants [C:1]([C:5]1[CH:11]=[CH:10][C:8]([OH:9])=[CH:7][C:6]=1[OH:12])(=O)[CH2:2][CH3:3], predict the reaction product. (3) Given the reactants I[C:2]1[C:10]2[C:9]([N:11]3[CH2:16][CH2:15][O:14][CH2:13][CH2:12]3)=[N:8][CH:7]=[N:6][C:5]=2[N:4]([CH2:17][O:18][CH2:19][CH2:20][Si:21]([CH3:24])([CH3:23])[CH3:22])[C:3]=1[CH:25]=[O:26].ClC1C2C([C:37]3[CH:38]=[C:39]([CH:42]=[CH:43][CH:44]=3)[C:40]#[N:41])=C(C)N(COCC[Si](C)(C)C)C=2N=CN=1, predict the reaction product. The product is: [CH:25]([C:3]1[N:4]([CH2:17][O:18][CH2:19][CH2:20][Si:21]([CH3:24])([CH3:23])[CH3:22])[C:5]2[N:6]=[CH:7][N:8]=[C:9]([N:11]3[CH2:16][CH2:15][O:14][CH2:13][CH2:12]3)[C:10]=2[C:2]=1[C:37]1[CH:38]=[C:39]([CH:42]=[CH:43][CH:44]=1)[C:40]#[N:41])=[O:26]. (4) Given the reactants [C:1]([C:4]1[CH:13]=[CH:12][C:7]2[NH:8][C:9](=[O:11])[S:10][C:6]=2[CH:5]=1)(=[O:3])[CH3:2].C([O-])([O-])=O.[K+].[K+].[CH2:20](I)[CH3:21], predict the reaction product. The product is: [C:1]([C:4]1[CH:13]=[CH:12][C:7]2[N:8]([CH2:20][CH3:21])[C:9](=[O:11])[S:10][C:6]=2[CH:5]=1)(=[O:3])[CH3:2]. (5) Given the reactants [CH3:1][C:2]1[CH:3]=[C:4]([N+:10]([O-])=O)[CH:5]=[CH:6][C:7]=1[O:8][CH3:9].O.Cl, predict the reaction product. The product is: [CH3:1][C:2]1[CH:3]=[C:4]([CH:5]=[CH:6][C:7]=1[O:8][CH3:9])[NH2:10]. (6) Given the reactants Cl[C:2]1[CH:10]=[CH:9][C:8]([B:11]2[O:15][C:14]([CH3:17])([CH3:16])[C:13]([CH3:19])([CH3:18])[O:12]2)=[C:7]2[C:3]=1[C:4]([NH:21][S:22](C)(=[O:24])=[O:23])=[N:5][N:6]2[CH3:20].BrC1C=CC=C2C=1N(C)N=C2NS([N:41]1[CH2:46][CH2:45][N:44]([CH3:47])[CH2:43][CH2:42]1)(=O)=O, predict the reaction product. The product is: [CH3:47][N:44]1[CH2:45][CH2:46][N:41]([S:22]([NH:21][C:4]2[C:3]3[C:7](=[C:8]([B:11]4[O:15][C:14]([CH3:17])([CH3:16])[C:13]([CH3:19])([CH3:18])[O:12]4)[CH:9]=[CH:10][CH:2]=3)[N:6]([CH3:20])[N:5]=2)(=[O:24])=[O:23])[CH2:42][CH2:43]1. (7) The product is: [CH:18]1([N:5]2[C:1](=[O:11])[C:2]3[C:3](=[CH:7][CH:8]=[CH:9][CH:10]=3)[C:4]2=[O:6])[CH2:17][CH2:16][CH:15]=[CH:14][CH2:19]1. Given the reactants [C:1]1(=[O:11])[NH:5][C:4](=[O:6])[C:3]2=[CH:7][CH:8]=[CH:9][CH:10]=[C:2]12.[K].Br[CH:14]1[CH2:19][CH2:18][CH2:17][CH:16]=[CH:15]1, predict the reaction product. (8) The product is: [NH2:1][C:2]1[N:6]([CH3:7])[C:5](=[O:8])[C:4]([C:9]2[CH:14]=[CH:13][C:12]([O:15][CH:16]([F:18])[F:17])=[CH:11][CH:10]=2)([C:19]2[CH:24]=[CH:23][CH:22]=[C:21]([C:30]#[C:29][CH2:28][O:27][CH3:26])[CH:20]=2)[N:3]=1. Given the reactants [NH2:1][C:2]1[N:6]([CH3:7])[C:5](=[O:8])[C:4]([C:19]2[CH:24]=[CH:23][CH:22]=[C:21](Br)[CH:20]=2)([C:9]2[CH:14]=[CH:13][C:12]([O:15][CH:16]([F:18])[F:17])=[CH:11][CH:10]=2)[N:3]=1.[CH3:26][O:27][CH2:28][C:29]#[CH:30].O, predict the reaction product. (9) Given the reactants [H-].[Na+].[OH:3][CH2:4][C@@H:5]1[CH2:10][C:9]([C:11]2[N:12]=[C:13]([SH:16])[S:14][CH:15]=2)=[CH:8][CH2:7][N:6]1[C:17]([O:19][CH2:20][CH:21]=[CH2:22])=[O:18].O(P(OC1C=CC=CC=1)O[C:32]1[C@H:38]([CH3:39])[C@H:37]2[N:34]([C:35](=[O:47])[C@@H:36]2[C@H:40]([O:42][Si](C)(C)C)[CH3:41])[C:33]=1[C:48]([O:50][CH2:51][CH:52]=[CH2:53])=[O:49])C1C=CC=CC=1.C(#N)C.Cl, predict the reaction product. The product is: [CH2:20]([O:19][C:17]([N:6]1[CH2:7][CH:8]=[C:9]([C:11]2[N:12]=[C:13]([S:16][C:32]3[C@H:38]([CH3:39])[C@H:37]4[N:34]([C:35](=[O:47])[C@@H:36]4[C@H:40]([OH:42])[CH3:41])[C:33]=3[C:48]([O:50][CH2:51][CH:52]=[CH2:53])=[O:49])[S:14][CH:15]=2)[CH2:10][C@H:5]1[CH2:4][OH:3])=[O:18])[CH:21]=[CH2:22]. (10) Given the reactants [C:1]1([OH:11])[C:10]2[C:5](=[CH:6][CH:7]=[CH:8][CH:9]=2)[CH:4]=[CH:3][CH:2]=1.[Br:12]N1C(=O)CCC1=O, predict the reaction product. The product is: [Br:12][C:4]1[C:5]2[C:10](=[CH:9][CH:8]=[CH:7][CH:6]=2)[C:1]([OH:11])=[CH:2][CH:3]=1.